From a dataset of Reaction yield outcomes from USPTO patents with 853,638 reactions. Predict the reaction yield, written as a fraction of the theoretical maximum amount of product (1.0 means a 100% yield; for example, 0.34 means a 34% yield). (1) The reactants are [NH:1]([C:8]1[N:17]([C:18]2[CH:23]=[CH:22][CH:21]=[CH:20][CH:19]=2)[C:16]2[N:15]=[C:14]([C:24]([O:26]CC)=O)[C:13]([F:29])=[CH:12][C:11]=2[C:10](=[O:30])[CH:9]=1)[C:2]1[CH:7]=[CH:6][CH:5]=[CH:4][CH:3]=1.[NH4+:31].[Cl-]. The catalyst is N.CO. The product is [NH:1]([C:8]1[N:17]([C:18]2[CH:19]=[CH:20][CH:21]=[CH:22][CH:23]=2)[C:16]2[N:15]=[C:14]([C:24]([NH2:31])=[O:26])[C:13]([F:29])=[CH:12][C:11]=2[C:10](=[O:30])[CH:9]=1)[C:2]1[CH:7]=[CH:6][CH:5]=[CH:4][CH:3]=1. The yield is 0.710. (2) The reactants are [CH3:1][N:2]1[C:6]([CH:7]=C(C)C)=[N:5][C:4]([N:11]2[CH2:16][CH2:15][CH2:14][CH2:13][CH2:12]2)=[N:3]1.I([O-])(=O)(=O)=[O:18].[Na+]. The catalyst is [Cl-].C([N+](CC)(CC)CC)C1C=CC=CC=1.O1CCOCC1.O.C(OCC)(=O)C.[Os](=O)(=O)(=O)=O. The product is [CH3:1][N:2]1[C:6]([CH:7]=[O:18])=[N:5][C:4]([N:11]2[CH2:16][CH2:15][CH2:14][CH2:13][CH2:12]2)=[N:3]1. The yield is 0.999. (3) The reactants are [CH2:1]([O:3][C:4](=[O:15])[CH2:5][NH:6][C:7]1[C:12]([C:13]#N)=[CH:11][CH:10]=[CH:9][N:8]=1)[CH3:2].[PH2]([O-])=[O:17].[Na+]. The catalyst is [Ni].O.CC(O)=O.N1C=CC=CC=1. The product is [CH2:1]([O:3][C:4](=[O:15])[CH2:5][NH:6][C:7]1[C:12]([CH:13]=[O:17])=[CH:11][CH:10]=[CH:9][N:8]=1)[CH3:2]. The yield is 0.830. (4) The reactants are [NH2:1][C:2]1[CH:11]=[CH:10][C:5]([C:6]([O:8][CH3:9])=[O:7])=[CH:4][C:3]=1[OH:12].Br[CH:14]([CH3:16])[CH3:15].C(=O)([O-])[O-].[Cs+].[Cs+].[OH-].[NH4+]. The catalyst is CC(C)=O.O. The product is [NH2:1][C:2]1[CH:11]=[CH:10][C:5]([C:6]([O:8][CH3:9])=[O:7])=[CH:4][C:3]=1[O:12][CH:14]([CH3:16])[CH3:15]. The yield is 0.827. (5) The reactants are [CH2:1]([O:3][C:4](=[O:27])[CH2:5][N:6]1[C:14]2[C:9](=[CH:10][CH:11]=[CH:12][CH:13]=2)[C:8]([C:17]2[CH:22]=[C:21]([F:23])[C:20]([F:24])=[CH:19][C:18]=2[OH:25])([CH2:15]O)[C:7]1=[O:26])[CH3:2].ClC1C=CC(Cl)=C2C=1C(C1C(O)=CC3OCOC=3C=1)(CO)C(=O)N2CCCCC. No catalyst specified. The product is [CH2:1]([O:3][C:4](=[O:27])[CH2:5][N:6]1[C:14]2[C:9](=[CH:10][CH:11]=[CH:12][CH:13]=2)[C:8]2([C:17]3[CH:22]=[C:21]([F:23])[C:20]([F:24])=[CH:19][C:18]=3[O:25][CH2:15]2)[C:7]1=[O:26])[CH3:2]. The yield is 0.460.